This data is from Forward reaction prediction with 1.9M reactions from USPTO patents (1976-2016). The task is: Predict the product of the given reaction. (1) Given the reactants C(O[CH:4](OCC)[CH2:5][NH2:6])C.C[O-].[Na+].[N:13]1[CH:18]=[CH:17][N:16]=[CH:15][C:14]=1[C:19]#[N:20].C(O)(=O)C.Cl, predict the reaction product. The product is: [NH:20]1[CH:4]=[CH:5][N:6]=[C:19]1[C:14]1[CH:15]=[N:16][CH:17]=[CH:18][N:13]=1. (2) Given the reactants [C:1]([OH:5])([CH3:4])([CH3:3])[CH3:2].N1C=CC=CC=1.Cl[C:13]([O:15][CH:16]([Cl:18])[CH3:17])=[O:14], predict the reaction product. The product is: [C:13](=[O:14])([O:5][C:1]([CH3:4])([CH3:3])[CH3:2])[O:15][CH:16]([Cl:18])[CH3:17]. (3) Given the reactants CO[N:3]=[C:4]([C:13]1[CH:18]=[CH:17][CH:16]=[C:15]([C:19]([F:22])([F:21])[F:20])[CH:14]=1)[CH2:5][C:6]1[CH:11]=[CH:10][CH:9]=[C:8]([F:12])[CH:7]=1.[H-].[H-].[H-].[H-].[Li+].[Al+3], predict the reaction product. The product is: [F:12][C:8]1[CH:7]=[C:6]([CH2:5][CH:4]([NH2:3])[C:13]2[CH:18]=[CH:17][CH:16]=[C:15]([C:19]([F:21])([F:22])[F:20])[CH:14]=2)[CH:11]=[CH:10][CH:9]=1. (4) Given the reactants [Cl:1][C:2]1[CH:7]=[C:6](F)[CH:5]=[CH:4][C:3]=1[C:9]([F:12])([F:11])[F:10].[CH3:13][Si:14]([CH3:19])([CH3:18])[CH2:15][CH2:16][OH:17].[H-].[Na+].S([O-])(O)(=O)=O.[K+], predict the reaction product. The product is: [Cl:1][C:2]1[CH:7]=[C:6]([CH:5]=[CH:4][C:3]=1[C:9]([F:12])([F:11])[F:10])[O:17][CH2:16][CH2:15][Si:14]([CH3:19])([CH3:18])[CH3:13]. (5) Given the reactants [F:1][C:2]1[CH:7]=[CH:6][C:5]([C:8]2[N:9]=[C:10](SC)[N:11]=[N:12][CH:13]=2)=[CH:4][C:3]=1[C:16]1[C:21]([F:22])=[CH:20][CH:19]=[CH:18][N:17]=1.[F:23][C:24]1[C:25]([Sn](CCCC)(CCCC)CCCC)=[N:26][CH:27]=[CH:28][CH:29]=1, predict the reaction product. The product is: [F:1][C:2]1[CH:7]=[CH:6][C:5]([C:8]2[N:9]=[C:10]([C:25]3[C:24]([F:23])=[CH:29][CH:28]=[CH:27][N:26]=3)[N:11]=[N:12][CH:13]=2)=[CH:4][C:3]=1[C:16]1[C:21]([F:22])=[CH:20][CH:19]=[CH:18][N:17]=1. (6) Given the reactants [F:1][C:2]1[CH:3]=[C:4](/[CH:9]=[CH:10]/[C:11]([C:13]2[CH:14]=[CH:15][C:16](=[O:19])[NH:17][CH:18]=2)=[O:12])[CH:5]=[C:6]([F:8])[CH:7]=1.IC.[C:22](=O)([O-])[O-].[K+].[K+], predict the reaction product. The product is: [F:8][C:6]1[CH:5]=[C:4](/[CH:9]=[CH:10]/[C:11]([C:13]2[CH:14]=[CH:15][C:16](=[O:19])[N:17]([CH3:22])[CH:18]=2)=[O:12])[CH:3]=[C:2]([F:1])[CH:7]=1.